This data is from Catalyst prediction with 721,799 reactions and 888 catalyst types from USPTO. The task is: Predict which catalyst facilitates the given reaction. Reactant: Cl[CH2:2][C:3]([NH:5][C:6]1[CH:11]=[CH:10][CH:9]=[C:8]([F:12])[C:7]=1[F:13])=[O:4].[Br:14][C:15]1[CH:16]=[N:17][NH:18][CH:19]=1.C(=O)([O-])[O-].[K+].[K+].O. Product: [Br:14][C:15]1[CH:16]=[N:17][N:18]([CH2:2][C:3]([NH:5][C:6]2[CH:11]=[CH:10][CH:9]=[C:8]([F:12])[C:7]=2[F:13])=[O:4])[CH:19]=1. The catalyst class is: 44.